The task is: Regression. Given a peptide amino acid sequence and an MHC pseudo amino acid sequence, predict their binding affinity value. This is MHC class I binding data.. This data is from Peptide-MHC class I binding affinity with 185,985 pairs from IEDB/IMGT. (1) The MHC is HLA-B27:05 with pseudo-sequence HLA-B27:05. The binding affinity (normalized) is 0.262. The peptide sequence is RRCLKPVIL. (2) The MHC is HLA-A02:02 with pseudo-sequence HLA-A02:02. The peptide sequence is TTPLISFFGL. The binding affinity (normalized) is 0.213. (3) The MHC is HLA-A68:01 with pseudo-sequence HLA-A68:01. The binding affinity (normalized) is 0.689. The peptide sequence is VAASSLLYK. (4) The peptide sequence is VTYLALLAAF. The MHC is HLA-B15:01 with pseudo-sequence HLA-B15:01. The binding affinity (normalized) is 0.657. (5) The peptide sequence is IPFSEGKAL. The MHC is HLA-B57:01 with pseudo-sequence HLA-B57:01. The binding affinity (normalized) is 0.0847. (6) The peptide sequence is KVRDRNFQL. The MHC is HLA-A29:02 with pseudo-sequence HLA-A29:02. The binding affinity (normalized) is 0.0847. (7) The peptide sequence is MACHRVLTY. The MHC is HLA-A02:11 with pseudo-sequence HLA-A02:11. The binding affinity (normalized) is 0.0847.